Dataset: Forward reaction prediction with 1.9M reactions from USPTO patents (1976-2016). Task: Predict the product of the given reaction. (1) Given the reactants [CH2:1]([O:3][P:4]([CH2:9][CH2:10][NH:11][C:12]([O:14][CH2:15][C:16]1[CH:21]=[CH:20][CH:19]=[CH:18][CH:17]=1)=[O:13])(=[O:8])[O:5]CC)[CH3:2].[Na+].[I-], predict the reaction product. The product is: [CH2:1]([O:3][P:4]([CH2:9][CH2:10][NH:11][C:12]([O:14][CH2:15][C:16]1[CH:21]=[CH:20][CH:19]=[CH:18][CH:17]=1)=[O:13])(=[O:5])[OH:8])[CH3:2]. (2) Given the reactants [I:1][C:2]1[N:3]=[CH:4][NH:5][CH:6]=1.[C:7]1([C:13](Cl)([C:20]2[CH:25]=[CH:24][CH:23]=[CH:22][CH:21]=2)[C:14]2[CH:19]=[CH:18][CH:17]=[CH:16][CH:15]=2)[CH:12]=[CH:11][CH:10]=[CH:9][CH:8]=1.C(OCC)C, predict the reaction product. The product is: [I:1][C:2]1[N:3]=[CH:4][N:5]([C:13]([C:7]2[CH:12]=[CH:11][CH:10]=[CH:9][CH:8]=2)([C:20]2[CH:21]=[CH:22][CH:23]=[CH:24][CH:25]=2)[C:14]2[CH:15]=[CH:16][CH:17]=[CH:18][CH:19]=2)[CH:6]=1. (3) Given the reactants Cl[C:2]1[CH:7]=[C:6]([O:8][CH2:9][C:10]#[C:11][CH3:12])[N:5]=[CH:4][N:3]=1.[NH2:13][C:14]1[CH:19]=[CH:18][CH:17]=[CH:16][CH:15]=1, predict the reaction product. The product is: [NH:13]([C:2]1[CH:7]=[C:6]([O:8][CH2:9][C:10]#[C:11][CH3:12])[N:5]=[CH:4][N:3]=1)[C:14]1[CH:19]=[CH:18][CH:17]=[CH:16][CH:15]=1. (4) Given the reactants [N:1]1[C:5]2[CH:6]=[CH:7][C:8]([NH2:10])=[CH:9][C:4]=2[NH:3][CH:2]=1.[CH:11](=O)[CH2:12][CH2:13][CH3:14].[BH4-].[Na+], predict the reaction product. The product is: [CH2:11]([NH:10][C:8]1[CH:7]=[CH:6][C:5]2[NH:1][CH:2]=[N:3][C:4]=2[CH:9]=1)[CH2:12][CH2:13][CH3:14]. (5) Given the reactants [C:1]1([S:7]([N:10]2[C:14]3=[N:15][CH:16]=[CH:17][CH:18]=[C:13]3[CH:12]=[C:11]2[C:19](=[O:26])[CH2:20][CH:21]2[CH2:25][CH2:24][CH2:23][CH2:22]2)(=[O:9])=[O:8])[CH:6]=[CH:5][CH:4]=[CH:3][CH:2]=1.C[Si]([N-][Si](C)(C)C)(C)C.[Li+].[C:37]1([CH3:57])[CH:42]=[CH:41][C:40]([S:43](O[S:43]([C:40]2[CH:41]=[CH:42][C:37]([CH3:57])=[CH:38][CH:39]=2)(=[O:45])=[O:44])(=[O:45])=[O:44])=[CH:39][CH:38]=1, predict the reaction product. The product is: [C:1]1([S:7]([N:10]2[C:14]3=[N:15][CH:16]=[CH:17][CH:18]=[C:13]3[CH:12]=[C:11]2[C:19]([O:26][S:43]([C:40]2[CH:41]=[CH:42][C:37]([CH3:57])=[CH:38][CH:39]=2)(=[O:45])=[O:44])=[CH:20][CH:21]2[CH2:22][CH2:23][CH2:24][CH2:25]2)(=[O:8])=[O:9])[CH:2]=[CH:3][CH:4]=[CH:5][CH:6]=1. (6) Given the reactants [Cl:1][C:2]1[CH:7]=[CH:6][C:5]([C@@H:8]2[C:17]3[C:12](=[CH:13][CH:14]=[CH:15][CH:16]=3)[CH2:11][C@H:10]([CH3:18])[NH:9]2)=[CH:4][CH:3]=1.[F:19][C:20]1[CH:25]=[CH:24][C:23]([N:26]=[C:27]=[O:28])=[CH:22][CH:21]=1, predict the reaction product. The product is: [Cl:1][C:2]1[CH:7]=[CH:6][C:5]([C@@H:8]2[C:17]3[C:12](=[CH:13][CH:14]=[CH:15][CH:16]=3)[CH2:11][C@H:10]([CH3:18])[N:9]2[C:27]([NH:26][C:23]2[CH:24]=[CH:25][C:20]([F:19])=[CH:21][CH:22]=2)=[O:28])=[CH:4][CH:3]=1. (7) Given the reactants [Cl:1][C:2]1[CH:3]=[C:4]2[C:8](=[CH:9][CH:10]=1)[N:7]([CH2:11][CH2:12][CH2:13][S:14][CH3:15])[C:6]([CH2:16][OH:17])=[CH:5]2.[C:18]([Si:22](Cl)([CH3:24])[CH3:23])([CH3:21])([CH3:20])[CH3:19].C(N(CC)CC)C, predict the reaction product. The product is: [Si:22]([O:17][CH2:16][C:6]1[N:7]([CH2:11][CH2:12][CH2:13][S:14][CH3:15])[C:8]2[C:4]([CH:5]=1)=[CH:3][C:2]([Cl:1])=[CH:10][CH:9]=2)([C:18]([CH3:21])([CH3:20])[CH3:19])([CH3:24])[CH3:23].